This data is from Reaction yield outcomes from USPTO patents with 853,638 reactions. The task is: Predict the reaction yield, written as a fraction of the theoretical maximum amount of product (1.0 means a 100% yield; for example, 0.34 means a 34% yield). (1) The reactants are [CH3:1][O:2][C:3](=[O:28])[CH2:4][CH2:5][CH2:6][O:7][C:8]1[CH:13]=[C:12]([N+:14]([O-])=O)[C:11]([C:17]([N:19]2[CH2:23][CH2:22][CH2:21][CH:20]2[CH2:24][OH:25])=[O:18])=[CH:10][C:9]=1[O:26][CH3:27].[H][H].CCOC(C)=O. The catalyst is C(O)C.[Pd]. The product is [CH3:1][O:2][C:3](=[O:28])[CH2:4][CH2:5][CH2:6][O:7][C:8]1[CH:13]=[C:12]([NH2:14])[C:11]([C:17]([N:19]2[CH2:23][CH2:22][CH2:21][CH:20]2[CH2:24][OH:25])=[O:18])=[CH:10][C:9]=1[O:26][CH3:27]. The yield is 1.00. (2) The reactants are N#N.Cl[C:4]1[N:5]=[N+:6]([O-:20])[C:7]2[CH:16]=[C:15]3[C:11]([CH2:12][CH:13]([N:17]([CH3:19])[CH3:18])[CH2:14]3)=[CH:10][C:8]=2[N:9]=1.[Sn](CC)(CC)(CC)[CH2:22][CH3:23]. The catalyst is COCCOC.C1C=CC([P]([Pd]([P](C2C=CC=CC=2)(C2C=CC=CC=2)C2C=CC=CC=2)([P](C2C=CC=CC=2)(C2C=CC=CC=2)C2C=CC=CC=2)[P](C2C=CC=CC=2)(C2C=CC=CC=2)C2C=CC=CC=2)(C2C=CC=CC=2)C2C=CC=CC=2)=CC=1. The product is [CH3:18][N:17]([CH3:19])[CH:13]1[CH2:12][C:11]2[C:15](=[CH:16][C:7]3[N+:6]([O-:20])=[N:5][C:4]([CH2:22][CH3:23])=[N:9][C:8]=3[CH:10]=2)[CH2:14]1. The yield is 0.470.